From a dataset of hERG potassium channel inhibition data for cardiac toxicity prediction from Karim et al.. Regression/Classification. Given a drug SMILES string, predict its toxicity properties. Task type varies by dataset: regression for continuous values (e.g., LD50, hERG inhibition percentage) or binary classification for toxic/non-toxic outcomes (e.g., AMES mutagenicity, cardiotoxicity, hepatotoxicity). Dataset: herg_karim. (1) The molecule is CN1CCN(CCCc2cc(-c3cccc(C(F)(F)F)c3)nc(C#N)n2)CC1. The result is 1 (blocker). (2) The molecule is Cc1cc2c(nc1CNC13CCC(CC4(O)Cn5c(=O)ccc6ncc(F)c4c65)(CC1)OC3)NC(=O)CO2. The result is 0 (non-blocker). (3) The drug is CCOC(=O)C1=C(CN2CCOCC2)NC(c2nc(CC(=O)O)cs2)=NC1c1ccc(F)cc1Br. The result is 0 (non-blocker). (4) The compound is CCC(NCCCC[C@@H](Nc1cc(C)c(F)c(C)c1)C(=O)NO)c1ccc(F)cc1. The result is 1 (blocker). (5) The compound is Cc1cccc(N2CCN(CCCNC(=O)c3nc(C)n(-c4ccc5c(c4)OCCO5)c3C)CC2)c1C.Cl.Cl. The result is 1 (blocker). (6) The drug is COc1ccc2c3c1O[C@H]1[C@@H](O)C=C[C@H]4[C@@H](C2)[NH+](C)CC[C@]314. The result is 0 (non-blocker). (7) The molecule is N#Cc1cnc(Nc2cc(N3CCN(CCN4CCOCC4)CC3)ncn2)s1. The result is 1 (blocker). (8) The drug is C[C@@H]1CN(c2nc(C(F)(F)F)no2)CCN1c1ncc(OCc2ccc(C[S+](C)[O-])cc2F)cn1. The result is 0 (non-blocker).